This data is from Catalyst prediction with 721,799 reactions and 888 catalyst types from USPTO. The task is: Predict which catalyst facilitates the given reaction. Reactant: Cl[C:2]1[C:7]([Cl:8])=[CH:6][C:5]([O:9][CH2:10][CH:11]([O:15][CH2:16][CH3:17])[O:12][CH2:13][CH3:14])=[CH:4][N:3]=1.CC(C)([O-])C.[K+].[CH3:24][O:25][C:26]1[N:31]=[C:30]2[S:32][C:33]([NH:35][C:36]3[C:45]4[C:40](=[CH:41][CH:42]=[C:43]([OH:46])[CH:44]=4)[N:39]=[CH:38][N:37]=3)=[N:34][C:29]2=[CH:28][CH:27]=1.[Cl-].[NH4+]. Product: [Cl:8][C:7]1[C:2]([O:46][C:43]2[CH:44]=[C:45]3[C:40](=[CH:41][CH:42]=2)[N:39]=[CH:38][N:37]=[C:36]3[NH:35][C:33]2[S:32][C:30]3[C:29]([N:34]=2)=[CH:28][CH:27]=[C:26]([O:25][CH3:24])[N:31]=3)=[N:3][CH:4]=[C:5]([O:9][CH2:10][CH:11]([O:15][CH2:16][CH3:17])[O:12][CH2:13][CH3:14])[CH:6]=1. The catalyst class is: 80.